This data is from Forward reaction prediction with 1.9M reactions from USPTO patents (1976-2016). The task is: Predict the product of the given reaction. Given the reactants [Cl:1][C:2]1[CH:3]=[C:4]([C:10]2[CH:14]=[CH:13][N:12]([CH2:15][C@@H:16]([NH:18][C:19]([C:21]3[N:22]=[C:23]([C:26]4[N:30](C5CCCCO5)[N:29]=[CH:28][CH:27]=4)[S:24][CH:25]=3)=[O:20])[CH3:17])[N:11]=2)[CH:5]=[CH:6][C:7]=1[C:8]#[N:9].Cl.CCO, predict the reaction product. The product is: [Cl:1][C:2]1[CH:3]=[C:4]([C:10]2[CH:14]=[CH:13][N:12]([CH2:15][C@@H:16]([NH:18][C:19]([C:21]3[N:22]=[C:23]([C:26]4[CH:27]=[CH:28][NH:29][N:30]=4)[S:24][CH:25]=3)=[O:20])[CH3:17])[N:11]=2)[CH:5]=[CH:6][C:7]=1[C:8]#[N:9].